Dataset: Forward reaction prediction with 1.9M reactions from USPTO patents (1976-2016). Task: Predict the product of the given reaction. (1) Given the reactants [C:1]([Si:5]([O:8][CH2:9][CH2:10][CH2:11][C:12]#[C:13][C:14]1[C:22]2[C:17](=[CH:18][CH:19]=[CH:20][CH:21]=2)[NH:16][CH:15]=1)([CH3:7])[CH3:6])([CH3:4])([CH3:3])[CH3:2].[H-].[Na+].CS(O[CH:30]1[CH2:35][CH2:34][N:33]([C:36]([O:38][C:39]([CH3:42])([CH3:41])[CH3:40])=[O:37])[CH2:32][CH2:31]1)(=O)=O, predict the reaction product. The product is: [Si:5]([O:8][CH2:9][CH2:10][CH2:11][C:12]#[C:13][C:14]1[C:22]2[C:17](=[CH:18][CH:19]=[CH:20][CH:21]=2)[N:16]([CH:30]2[CH2:35][CH2:34][N:33]([C:36]([O:38][C:39]([CH3:42])([CH3:41])[CH3:40])=[O:37])[CH2:32][CH2:31]2)[CH:15]=1)([C:1]([CH3:4])([CH3:2])[CH3:3])([CH3:7])[CH3:6]. (2) Given the reactants [Cl:1][C:2]1[CH:3]=[C:4]([C:9]2[N:14]=[C:13]([OH:15])[CH:12]=[C:11]([CH:16]([CH3:18])[CH3:17])[N:10]=2)[CH:5]=[C:6]([Cl:8])[CH:7]=1.[C:19]([C:21]1[CH:28]=[CH:27][C:24]([CH2:25]Br)=[CH:23][CH:22]=1)#[N:20], predict the reaction product. The product is: [Cl:8][C:6]1[CH:5]=[C:4]([C:9]2[N:14]=[C:13]([O:15][CH2:25][C:24]3[CH:27]=[CH:28][C:21]([C:19]#[N:20])=[CH:22][CH:23]=3)[CH:12]=[C:11]([CH:16]([CH3:18])[CH3:17])[N:10]=2)[CH:3]=[C:2]([Cl:1])[CH:7]=1. (3) Given the reactants [Cl:1][C:2]1[CH:7]=[C:6]([F:8])[CH:5]=[CH:4][C:3]=1[S:9]([CH:12]1[CH2:16][CH2:15][CH:14]([C:17]([OH:19])=O)[CH2:13]1)(=[O:11])=[O:10].[NH2:20][C:21]1([C:24]#[N:25])[CH2:23][CH2:22]1, predict the reaction product. The product is: [C:24]([C:21]1([NH:20][C:17]([C@@H:14]2[CH2:15][CH2:16][C@@H:12]([S:9]([C:3]3[CH:4]=[CH:5][C:6]([F:8])=[CH:7][C:2]=3[Cl:1])(=[O:10])=[O:11])[CH2:13]2)=[O:19])[CH2:23][CH2:22]1)#[N:25]. (4) Given the reactants [CH3:1][C:2]1[CH:6]=[C:5]([CH2:7][C:8]([O:10][CH2:11][CH3:12])=[O:9])[O:4][N:3]=1.Br[CH2:14][CH2:15]Br.[OH-].[Na+], predict the reaction product. The product is: [CH3:1][C:2]1[CH:6]=[C:5]([C:7]2([C:8]([O:10][CH2:11][CH3:12])=[O:9])[CH2:15][CH2:14]2)[O:4][N:3]=1.